From a dataset of Catalyst prediction with 721,799 reactions and 888 catalyst types from USPTO. Predict which catalyst facilitates the given reaction. (1) The catalyst class is: 6. Reactant: [O:1]=[C:2]1[C:11]2[C:6](=[CH:7][CH:8]=[CH:9][CH:10]=2)[NH:5][CH:4]=[C:3]1[C:12]([OH:14])=O.[NH2:15][C:16]1[C:27]([C:28]([CH3:31])([CH3:30])[CH3:29])=[CH:26][C:19]2[C:20]([CH3:25])([CH3:24])[C:21](=[O:23])[O:22][C:18]=2[CH:17]=1.CC1OCCC1.C(P1(=O)OP(CCC)(=O)OP(CCC)(=O)O1)CC.N1C=CC=CC=1.C(=O)([O-])OCC1C=C([N+]([O-])=O)C(C(C)(C)C)=CC=1Br. Product: [C:28]([C:27]1[C:16]([NH:15][C:12]([C:3]2[C:2](=[O:1])[C:11]3[C:6](=[CH:7][CH:8]=[CH:9][CH:10]=3)[NH:5][CH:4]=2)=[O:14])=[CH:17][C:18]2[O:22][C:21](=[O:23])[C:20]([CH3:25])([CH3:24])[C:19]=2[CH:26]=1)([CH3:31])([CH3:29])[CH3:30]. (2) Reactant: S1[C:5]2[CH:6]=[CH:7][CH:8]=[CH:9][C:4]=2[C:3](=O)[NH:2]1.[C:11]1(S(=S)([O-])=O)C=CC=CC=1.[Na+].[Te].C[C:24]1[CH:33]=[CH:32][C:27]2[N:28]=[C:29]([SH:31])[NH:30][C:26]=2[CH:25]=1. Product: [C:26]1([N:30]2[C:29]([SH:31])=[N:28][N:5]=[C:6]2[CH2:7][CH2:8][CH2:9][CH2:4][CH2:3][CH2:2][CH3:11])[CH:25]=[CH:24][CH:33]=[CH:32][CH:27]=1. The catalyst class is: 5. (3) The catalyst class is: 8. Product: [CH3:17][C:16]1[N:12]=[C:11]([CH:9]([NH:8][C:1](=[O:2])[O:3][C:4]([CH3:7])([CH3:5])[CH3:6])[CH3:10])[S:13][CH:15]=1. Reactant: [C:1]([NH:8][C@H:9]([C:11](=[S:13])[NH2:12])[CH3:10])([O:3][C:4]([CH3:7])([CH3:6])[CH3:5])=[O:2].Cl[CH2:15][C:16](=O)[CH3:17].C(=O)([O-])[O-].[Ca+2]. (4) Reactant: [CH3:1][C:2]1([CH3:9])[C:6]([CH3:8])([CH3:7])[O:5][BH:4][O:3]1.[C:10]1([S:16]([C:19]2[CH:20]=[C:21]([CH:39]=[CH2:40])[C:22]3[O:31][C:30]4[CH2:29][CH2:28][N:27]([C:32]([O:34][C:35]([CH3:38])([CH3:37])[CH3:36])=[O:33])[CH2:26][C:25]=4[C:23]=3[CH:24]=2)(=[O:18])=[O:17])[CH:15]=[CH:14][CH:13]=[CH:12][CH:11]=1. Product: [C:10]1([S:16]([C:19]2[CH:20]=[C:21]([CH2:39][CH2:40][B:4]3[O:5][C:6]([CH3:8])([CH3:7])[C:2]([CH3:9])([CH3:1])[O:3]3)[C:22]3[O:31][C:30]4[CH2:29][CH2:28][N:27]([C:32]([O:34][C:35]([CH3:37])([CH3:36])[CH3:38])=[O:33])[CH2:26][C:25]=4[C:23]=3[CH:24]=2)(=[O:18])=[O:17])[CH:11]=[CH:12][CH:13]=[CH:14][CH:15]=1. The catalyst class is: 46. (5) Reactant: [OH-].[Na+].[CH:3]1([C:9]#[C:10][CH3:11])[CH2:8][CH2:7][CH2:6][CH2:5][CH2:4]1.[CH:12]1([C:15]#[CH:16])[CH2:14][CH2:13]1.[SiH2:17]([CH2:20][CH3:21])[CH2:18][CH3:19]. Product: [CH:3]1([CH2:9][C:10]#[C:11][Si:17]([C:16]#[C:15][CH:12]2[CH2:14][CH2:13]2)([CH2:20][CH3:21])[CH2:18][CH3:19])[CH2:8][CH2:7][CH2:6][CH2:5][CH2:4]1. The catalyst class is: 57. (6) Reactant: [Cl:1][C:2]1[CH:7]=[CH:6][C:5]([C:8]2[C:13]([C:14]3[C:19]([F:20])=[CH:18][C:17]([F:21])=[CH:16][C:15]=3[F:22])=[C:12](Cl)[N:11]=[N:10][C:9]=2[CH3:24])=[CH:4][CH:3]=1.C(=O)([O-])[O-].[K+].[K+].[F:31][C:32]([F:36])([F:35])[CH2:33][OH:34]. The catalyst class is: 6. Product: [Cl:1][C:2]1[CH:7]=[CH:6][C:5]([C:8]2[C:13]([C:14]3[C:19]([F:20])=[CH:18][C:17]([F:21])=[CH:16][C:15]=3[F:22])=[C:12]([O:34][CH2:33][C:32]([F:36])([F:35])[F:31])[N:11]=[N:10][C:9]=2[CH3:24])=[CH:4][CH:3]=1.